From a dataset of Catalyst prediction with 721,799 reactions and 888 catalyst types from USPTO. Predict which catalyst facilitates the given reaction. (1) Reactant: [CH3:1][O:2][C:3]1[CH:43]=[CH:42][C:6]([CH2:7][N:8]2[C:12]3=[N:13][CH:14]=[CH:15][C:16]([O:17][C:18]4[CH:23]=[CH:22][C:21]([N:24]([C:33]5[CH:38]=[CH:37][C:36]([F:39])=[CH:35][CH:34]=5)[C:25]([C:27]5([C:30]([NH2:32])=[O:31])[CH2:29][CH2:28]5)=[O:26])=[CH:20][C:19]=4[F:40])=[C:11]3[C:10](I)=[N:9]2)=[CH:5][CH:4]=1.[CH3:44][N:45]1[CH2:50][CH2:49][N:48]([CH2:51][C:52]2[O:53][CH:54]=[C:55]([Sn](CCCC)(CCCC)CCCC)[CH:56]=2)[CH2:47][CH2:46]1.BrC1C=C(CN2CCN(C)CC2)OC=1[Sn](CCCC)(CCCC)CCCC. Product: [CH3:1][O:2][C:3]1[CH:43]=[CH:42][C:6]([CH2:7][N:8]2[C:12]3=[N:13][CH:14]=[CH:15][C:16]([O:17][C:18]4[CH:23]=[CH:22][C:21]([N:24]([C:33]5[CH:38]=[CH:37][C:36]([F:39])=[CH:35][CH:34]=5)[C:25]([C:27]5([C:30]([NH2:32])=[O:31])[CH2:29][CH2:28]5)=[O:26])=[CH:20][C:19]=4[F:40])=[C:11]3[C:10]([C:55]3[CH:56]=[C:52]([CH2:51][N:48]4[CH2:47][CH2:46][N:45]([CH3:44])[CH2:50][CH2:49]4)[O:53][CH:54]=3)=[N:9]2)=[CH:5][CH:4]=1. The catalyst class is: 184. (2) Reactant: Cl[C:2]1[CH:3]=[C:4]2[N:11](S(C)(=O)=O)[C:10]([CH3:17])([CH3:16])[CH2:9][N:5]2[C:6](=[O:8])[N:7]=1.[OH:18][CH2:19][C:20]1[CH:21]=[C:22]([CH:25]=[CH:26][CH:27]=1)[C:23]#[N:24].C([O-])([O-])=O.[K+].[K+]. Product: [CH3:16][C:10]1([CH3:17])[CH2:9][N:5]2[C:6](=[O:8])[N:7]=[C:2]([O:18][CH2:19][C:20]3[CH:21]=[C:22]([CH:25]=[CH:26][CH:27]=3)[C:23]#[N:24])[CH:3]=[C:4]2[NH:11]1. The catalyst class is: 9. (3) Reactant: [N:1]12[CH2:8][CH2:7][CH:4]([CH2:5][CH2:6]1)[C@H:3]([NH:9][C:10]([C:12]1[CH:13]=[CH:14][CH:15]=[C:16]3[O:20][C:19]([CH2:21][CH:22]4[CH2:24][CH2:23]4)=[N:18][C:17]=13)=[O:11])[CH2:2]2.[ClH:25]. Product: [ClH:25].[N:1]12[CH2:8][CH2:7][CH:4]([CH2:5][CH2:6]1)[C@H:3]([NH:9][C:10]([C:12]1[CH:13]=[CH:14][CH:15]=[C:16]3[O:20][C:19]([CH2:21][CH:22]4[CH2:24][CH2:23]4)=[N:18][C:17]=13)=[O:11])[CH2:2]2. The catalyst class is: 459. (4) Reactant: [CH3:1][C:2]1[CH:7]=[CH:6][CH:5]=[C:4]([CH3:8])[C:3]=1[C:9]1[N:10]=[CH:11][C:12]([NH2:15])=[N:13][CH:14]=1.N1C=CC=CC=1.[Br:22]Br. Product: [Br:22][C:11]1[C:12]([NH2:15])=[N:13][CH:14]=[C:9]([C:3]2[C:2]([CH3:1])=[CH:7][CH:6]=[CH:5][C:4]=2[CH3:8])[N:10]=1. The catalyst class is: 22. (5) Reactant: [OH:1][C:2]1[CH:3]=[C:4]([CH:20]=[C:21]([O:23][C@@H:24]([CH3:28])[CH2:25][O:26][CH3:27])[CH:22]=1)[C:5]([NH:7][C:8]1[CH:12]=[CH:11][N:10](C(OC(C)(C)C)=O)[N:9]=1)=[O:6].C(=O)([O-])[O-].[Cs+].[Cs+].[F:35][C:36]1[CH:37]=[C:38]([CH:44]=[CH:45][C:46]=1F)[C:39]([O:41][CH2:42][CH3:43])=[O:40]. Product: [F:35][C:36]1[CH:37]=[C:38]([CH:44]=[CH:45][C:46]=1[O:1][C:2]1[CH:3]=[C:4]([C:5]([NH:7][C:8]2[CH:12]=[CH:11][NH:10][N:9]=2)=[O:6])[CH:20]=[C:21]([O:23][C@@H:24]([CH3:28])[CH2:25][O:26][CH3:27])[CH:22]=1)[C:39]([O:41][CH2:42][CH3:43])=[O:40]. The catalyst class is: 44.